Dataset: Reaction yield outcomes from USPTO patents with 853,638 reactions. Task: Predict the reaction yield, written as a fraction of the theoretical maximum amount of product (1.0 means a 100% yield; for example, 0.34 means a 34% yield). The catalyst is O. The yield is 0.640. The product is [N:19]([CH:8]1[CH:9]([CH3:25])[CH2:2][CH2:3][N:4]([S:10]([C:13]2[CH:18]=[CH:17][CH:16]=[CH:15][N:14]=2)(=[O:11])=[O:12])[CH2:5][CH:6]1[OH:7])=[N+:20]=[N-:21]. The reactants are C[CH:2]1[CH2:9][CH:8]2[CH:6]([O:7]2)[CH2:5][N:4]([S:10]([C:13]2[CH:18]=[CH:17][CH:16]=[CH:15][N:14]=2)(=[O:12])=[O:11])[CH2:3]1.[N-:19]=[N+:20]=[N-:21].[Na+].[NH4+].[Cl-].[CH3:25]O.